This data is from Reaction yield outcomes from USPTO patents with 853,638 reactions. The task is: Predict the reaction yield, written as a fraction of the theoretical maximum amount of product (1.0 means a 100% yield; for example, 0.34 means a 34% yield). (1) The reactants are [Cl:1][C:2]1[CH:7]=[CH:6][C:5]([C:8]2[CH:13]=[C:12]([O:14][CH3:15])[C:11]([N:16]3[C:25]4[C:20](=[CH:21][C:22]([S:26](OC5C(F)=C(F)C(F)=C(F)C=5F)(=[O:28])=[O:27])=[CH:23][CH:24]=4)[CH:19]=[C:18]([O:41][CH3:42])[C:17]3=[O:43])=[CH:10][C:9]=2[F:44])=[CH:4][C:3]=1[CH3:45].[O:46]1[CH:50]=[CH:49][C:48]([NH2:51])=[N:47]1.[Li+].C[Si]([N-][Si](C)(C)C)(C)C.Cl. The catalyst is C1COCC1. The product is [Cl:1][C:2]1[CH:7]=[CH:6][C:5]([C:8]2[CH:13]=[C:12]([O:14][CH3:15])[C:11]([N:16]3[C:25]4[C:20](=[CH:21][C:22]([S:26]([NH:51][C:48]5[CH:49]=[CH:50][O:46][N:47]=5)(=[O:27])=[O:28])=[CH:23][CH:24]=4)[CH:19]=[C:18]([O:41][CH3:42])[C:17]3=[O:43])=[CH:10][C:9]=2[F:44])=[CH:4][C:3]=1[CH3:45]. The yield is 0.970. (2) The reactants are Cl.NC1C=CC(CNC2C3CCN(C(=O)C(F)(F)F)CCC=3C=CC=2Cl)=CC=1.Cl.O1CCOCC1.[C:36]([O:40][C:41]([NH:43][C:44]1[CH:69]=[CH:68][C:47]([CH2:48][NH:49]C2C3CCN(C(=O)C(F)(F)F)CCC=3C=CC=2Cl)=[CH:46][CH:45]=1)=[O:42])([CH3:39])([CH3:38])[CH3:37]. The catalyst is O1CCOCC1.C(Cl)Cl.C(OCC)C. The product is [C:36]([O:40][C:41]([NH:43][C:44]1[CH:45]=[CH:46][C:47]([C:48]#[N:49])=[CH:68][CH:69]=1)=[O:42])([CH3:39])([CH3:37])[CH3:38]. The yield is 1.00.